Task: Predict the reactants needed to synthesize the given product.. Dataset: Full USPTO retrosynthesis dataset with 1.9M reactions from patents (1976-2016) (1) Given the product [NH2:20][C:19]1[NH:21][C:4](=[O:3])[CH2:5][C:6]([C:8]2[CH:13]=[CH:12][C:11]([Cl:14])=[C:10]([Cl:15])[CH:9]=2)([CH3:7])[N:18]=1, predict the reactants needed to synthesize it. The reactants are: C([O:3][C:4](=O)/[CH:5]=[C:6](/[C:8]1[CH:13]=[CH:12][C:11]([Cl:14])=[C:10]([Cl:15])[CH:9]=1)\[CH3:7])C.Cl.[NH2:18][C:19]([NH2:21])=[NH:20].C[O-].[Na+]. (2) Given the product [C:10]([O:9][C:7](=[O:8])[CH2:6][CH:5]([C:4]([O:3][CH2:1][CH3:2])=[O:19])[C:14]([OH:16])=[O:15])([CH3:13])([CH3:12])[CH3:11], predict the reactants needed to synthesize it. The reactants are: [CH2:1]([O:3][C:4](=[O:19])[CH:5]([C:14]([O:16]CC)=[O:15])[CH2:6][C:7]([O:9][C:10]([CH3:13])([CH3:12])[CH3:11])=[O:8])[CH3:2].[OH-].[K+]. (3) The reactants are: [CH3:1][S:2]([N:5]1[CH2:10][CH:9]=[C:8]([C:11]2[CH:12]=[C:13]3[CH2:19][CH:18]([CH:20]4[CH2:25][CH2:24][NH:23][CH2:22][CH2:21]4)[O:17][C:14]3=[CH:15][N:16]=2)[CH2:7][CH2:6]1)(=[O:4])=[O:3].[F:26][C:27]([F:38])([F:37])[C:28]1([CH2:31]OS(C)(=O)=O)[CH2:30][CH2:29]1. Given the product [CH3:1][S:2]([N:5]1[CH2:6][CH:7]=[C:8]([C:11]2[CH:12]=[C:13]3[CH2:19][CH:18]([CH:20]4[CH2:25][CH2:24][N:23]([CH2:31][C:28]5([C:27]([F:38])([F:37])[F:26])[CH2:30][CH2:29]5)[CH2:22][CH2:21]4)[O:17][C:14]3=[CH:15][N:16]=2)[CH2:9][CH2:10]1)(=[O:3])=[O:4], predict the reactants needed to synthesize it. (4) The reactants are: Br[C:2]1[CH:7]=[CH:6][C:5]([C:8]2[NH:12][C:11]3[CH:13]=[C:14]([S:17]([CH3:20])(=[O:19])=[O:18])[CH:15]=[CH:16][C:10]=3[N:9]=2)=[CH:4][CH:3]=1.[F:21][C:22]1[CH:27]=[CH:26][C:25](B(O)O)=[CH:24][CH:23]=1. Given the product [F:21][C:22]1[CH:27]=[CH:26][C:25]([C:2]2[CH:7]=[CH:6][C:5]([C:8]3[NH:12][C:11]4[CH:13]=[C:14]([S:17]([CH3:20])(=[O:19])=[O:18])[CH:15]=[CH:16][C:10]=4[N:9]=3)=[CH:4][CH:3]=2)=[CH:24][CH:23]=1, predict the reactants needed to synthesize it. (5) Given the product [Cl:1][C:2]1[C:7]2[C:8]([OH:10])=[C:22]([C:21]([O:25][CH2:26][CH3:27])=[O:24])[S:23][C:6]=2[CH:5]=[C:4]([CH3:14])[N:3]=1, predict the reactants needed to synthesize it. The reactants are: [Cl:1][C:2]1[C:7]([C:8]([O:10]CC)=O)=[C:6](Cl)[CH:5]=[C:4]([CH3:14])[N:3]=1.C(=O)([O-])[O-].[K+].[K+].[C:21]([O:25][CH2:26][CH3:27])(=[O:24])[CH2:22][SH:23]. (6) Given the product [C:9]([O:14][C:18]([NH:16][C@@H:17]([CH2:10][CH:9]([CH3:12])[CH3:11])[CH2:5][C:4]#[N:3])=[O:19])([CH3:12])([CH3:11])[CH3:10], predict the reactants needed to synthesize it. The reactants are: N1[CH:5]=[CH:4][N:3]=C1.[Si](Cl)([C:9]([CH3:12])([CH3:11])[CH3:10])(C)C.[OH2:14].C[N:16]([CH:18]=[O:19])[CH3:17].